Dataset: Forward reaction prediction with 1.9M reactions from USPTO patents (1976-2016). Task: Predict the product of the given reaction. (1) The product is: [OH:1][C@@H:2]1[C@@H:7]([CH2:8][NH:34][CH2:27][C:28]2[CH:33]=[CH:32][CH:31]=[CH:30][CH:29]=2)[CH2:6][CH2:5][N:4]([C:20]([O:22][C:23]([CH3:24])([CH3:25])[CH3:26])=[O:21])[CH2:3]1. Given the reactants [OH:1][C@@H:2]1[C@@H:7]([CH2:8]OS(C2C=CC(C)=CC=2)(=O)=O)[CH2:6][CH2:5][N:4]([C:20]([O:22][C:23]([CH3:26])([CH3:25])[CH3:24])=[O:21])[CH2:3]1.[CH2:27]([NH2:34])[C:28]1[CH:33]=[CH:32][CH:31]=[CH:30][CH:29]=1, predict the reaction product. (2) Given the reactants [Li]CCCC.[C:6]([OH:10])(=[O:9])[C:7]#[CH:8].[CH3:11][O:12][C:13]1[C:20]([O:21][CH3:22])=[C:19]([O:23][CH3:24])[CH:18]=[CH:17][C:14]=1[CH:15]=[O:16], predict the reaction product. The product is: [CH3:11][O:12][C:13]1[C:20]([O:21][CH3:22])=[C:19]([O:23][CH3:24])[CH:18]=[CH:17][C:14]=1[CH:15]([OH:16])[C:8]#[C:7][C:6]([OH:10])=[O:9]. (3) Given the reactants [Cl:1][C:2]1[C:3]([S:8][CH2:9][C:10]([OH:12])=O)=[N:4][CH:5]=[CH:6][CH:7]=1.[CH3:13][C:14]1[CH:15]=[CH:16][CH:17]=[C:18]2[C:23]=1[NH:22][CH2:21][CH2:20][CH2:19]2.CCN=C=NCCCN(C)C, predict the reaction product. The product is: [Cl:1][C:2]1[C:3]([S:8][CH2:9][C:10]([N:22]2[C:23]3[C:18](=[CH:17][CH:16]=[CH:15][C:14]=3[CH3:13])[CH2:19][CH2:20][CH2:21]2)=[O:12])=[N:4][CH:5]=[CH:6][CH:7]=1. (4) Given the reactants [Cl:1][C:2]1[CH:29]=[C:28]([Cl:30])[CH:27]=[CH:26][C:3]=1[O:4][C:5]1[C:6]2[CH2:18][N:17]([C:19]([O:21][C:22]([CH3:25])([CH3:24])[CH3:23])=[O:20])[CH2:16][CH2:15][C:7]=2[N:8]=[C:9](S(C)(=O)=O)[N:10]=1.[NH2:31][C:32]1[C:37]([N+:38]([O-:40])=[O:39])=[CH:36][CH:35]=[C:34]([NH:41][CH2:42][CH2:43][NH2:44])[N:33]=1, predict the reaction product. The product is: [NH2:31][C:32]1[N:33]=[C:34]([NH:41][CH2:42][CH2:43][NH:44][C:9]2[N:10]=[C:5]([O:4][C:3]3[CH:26]=[CH:27][C:28]([Cl:30])=[CH:29][C:2]=3[Cl:1])[C:6]3[CH2:18][N:17]([C:19]([O:21][C:22]([CH3:25])([CH3:24])[CH3:23])=[O:20])[CH2:16][CH2:15][C:7]=3[N:8]=2)[CH:35]=[CH:36][C:37]=1[N+:38]([O-:40])=[O:39]. (5) Given the reactants [C:1]([N:8]1[CH2:16][CH2:15][CH:11]([C:12]([OH:14])=[O:13])[CH2:10][CH2:9]1)([O:3][C:4]([CH3:7])([CH3:6])[CH3:5])=[O:2].[CH3:17][Si](C=[N+]=[N-])(C)C, predict the reaction product. The product is: [C:4]([O:3][C:1]([N:8]1[CH2:16][CH2:15][CH:11]([C:12]([O:14][CH3:17])=[O:13])[CH2:10][CH2:9]1)=[O:2])([CH3:7])([CH3:6])[CH3:5]. (6) Given the reactants [C:1]([O:5][C:6](=[O:23])[N:7]([CH2:14][C:15]1[CH:16]=[N:17][C:18]([F:22])=[CH:19][C:20]=1I)[CH2:8][CH2:9][C:10]([F:13])([F:12])[F:11])([CH3:4])([CH3:3])[CH3:2].C([O-])(=O)C.[K+].[B:29]1([B:29]2[O:33][C:32]([CH3:35])([CH3:34])[C:31]([CH3:37])([CH3:36])[O:30]2)[O:33][C:32]([CH3:35])([CH3:34])[C:31]([CH3:37])([CH3:36])[O:30]1, predict the reaction product. The product is: [C:1]([O:5][C:6](=[O:23])[N:7]([CH2:14][C:15]1[CH:16]=[N:17][C:18]([F:22])=[CH:19][C:20]=1[B:29]1[O:33][C:32]([CH3:35])([CH3:34])[C:31]([CH3:37])([CH3:36])[O:30]1)[CH2:8][CH2:9][C:10]([F:13])([F:12])[F:11])([CH3:4])([CH3:3])[CH3:2]. (7) Given the reactants [CH3:1][O:2][C:3]1[N:8]=[CH:7][C:6]([N:9]2[C:13]([C:14]3[CH:19]=[CH:18][CH:17]=[CH:16][N:15]=3)=[CH:12][C:11]([C:20]([OH:22])=O)=[N:10]2)=[CH:5][CH:4]=1.FC(F)(F)C(O)=O.[NH2:30][C:31]1([C:36]([NH2:38])=[O:37])[CH2:35][CH2:34][CH2:33][CH2:32]1, predict the reaction product. The product is: [C:36]([C:31]1([NH:30][C:20]([C:11]2[CH:12]=[C:13]([C:14]3[CH:19]=[CH:18][CH:17]=[CH:16][N:15]=3)[N:9]([C:6]3[CH:7]=[N:8][C:3]([O:2][CH3:1])=[CH:4][CH:5]=3)[N:10]=2)=[O:22])[CH2:35][CH2:34][CH2:33][CH2:32]1)(=[O:37])[NH2:38]. (8) The product is: [Si:1]([O:18][CH2:19][C:20]1[CH:21]=[C:22]([CH2:25][OH:26])[S:23][CH:24]=1)([C:14]([CH3:15])([CH3:16])[CH3:17])([C:8]1[CH:13]=[CH:12][CH:11]=[CH:10][CH:9]=1)[C:2]1[CH:7]=[CH:6][CH:5]=[CH:4][CH:3]=1. Given the reactants [Si:1]([O:18][CH2:19][C:20]1[CH:21]=[C:22]([CH:25]=[O:26])[S:23][CH:24]=1)([C:14]([CH3:17])([CH3:16])[CH3:15])([C:8]1[CH:13]=[CH:12][CH:11]=[CH:10][CH:9]=1)[C:2]1[CH:7]=[CH:6][CH:5]=[CH:4][CH:3]=1.[BH4-].[Na+], predict the reaction product. (9) Given the reactants Cl.[CH:2]1[CH:3]=[N:4][N:5]2[CH:10]=[CH:9][C:8]3[CH2:11][CH2:12][CH:13]([CH2:14][CH2:15][NH2:16])[C:7]=3[C:6]=12.C(N(CC)CC)C.[C:24](O[C:24](=[O:27])[CH2:25][CH3:26])(=[O:27])[CH2:25][CH3:26].O, predict the reaction product. The product is: [CH:2]1[CH:3]=[N:4][N:5]2[CH:10]=[CH:9][C:8]3[CH2:11][CH2:12][CH:13]([CH2:14][CH2:15][NH:16][C:24](=[O:27])[CH2:25][CH3:26])[C:7]=3[C:6]=12.